From a dataset of Forward reaction prediction with 1.9M reactions from USPTO patents (1976-2016). Predict the product of the given reaction. (1) Given the reactants [S:1]1[CH:5]=[CH:4][CH:3]=[C:2]1[CH2:6][NH:7][C:8]([C:10]1[N:11]=[C:12]2[C:17]([C:18]([F:21])([F:20])[F:19])=[CH:16][C:15]([C:22]3[CH:27]=[CH:26][CH:25]=[C:24]([F:28])[CH:23]=3)=[CH:14][N:13]2[C:29]=1[CH2:30][N:31]1[CH2:36][CH2:35]O[CH2:33][CH2:32]1)=[O:9].N1CCCC1, predict the reaction product. The product is: [S:1]1[CH:5]=[CH:4][CH:3]=[C:2]1[CH2:6][NH:7][C:8]([C:10]1[N:11]=[C:12]2[C:17]([C:18]([F:21])([F:20])[F:19])=[CH:16][C:15]([C:22]3[CH:27]=[CH:26][CH:25]=[C:24]([F:28])[CH:23]=3)=[CH:14][N:13]2[C:29]=1[CH2:30][N:31]1[CH2:36][CH2:35][CH2:33][CH2:32]1)=[O:9]. (2) Given the reactants [Br:1][C:2]1[CH:9]=[CH:8][C:7]([OH:10])=[CH:6][C:3]=1[CH:4]=[O:5].C(=O)([O-])[O-].[K+].[K+].[CH2:17](Br)[C:18]1[CH:23]=[CH:22][CH:21]=[CH:20][CH:19]=1, predict the reaction product. The product is: [CH2:17]([O:10][C:7]1[CH:8]=[CH:9][C:2]([Br:1])=[C:3]([CH:6]=1)[CH:4]=[O:5])[C:18]1[CH:23]=[CH:22][CH:21]=[CH:20][CH:19]=1. (3) Given the reactants [NH2:1][CH2:2][C:3]1[CH:18]=[CH:17][C:6]2[N:7]([CH2:12][CH2:13][CH:14]([CH3:16])[CH3:15])[C:8]([CH2:10][OH:11])=[N:9][C:5]=2[CH:4]=1.C(N(C(C)C)CC)(C)C.[C:28](O[C:28]([O:30][C:31]([CH3:34])([CH3:33])[CH3:32])=[O:29])([O:30][C:31]([CH3:34])([CH3:33])[CH3:32])=[O:29], predict the reaction product. The product is: [OH:11][CH2:10][C:8]1[N:7]([CH2:12][CH2:13][CH:14]([CH3:15])[CH3:16])[C:6]2[CH:17]=[CH:18][C:3]([CH2:2][NH:1][C:28](=[O:29])[O:30][C:31]([CH3:34])([CH3:33])[CH3:32])=[CH:4][C:5]=2[N:9]=1. (4) Given the reactants Cl[CH2:2][C:3]1[CH:4]=[C:5]([CH:11]=[CH:12][CH:13]=1)[C:6]([N:8]([CH3:10])[CH3:9])=[O:7].[S:14]([O-:17])([O-:16])=[O:15].[Na+].[Na+], predict the reaction product. The product is: [CH3:9][N:8]([CH3:10])[C:6]([C:5]1[CH:4]=[C:3]([CH2:2][S:14]([OH:17])(=[O:16])=[O:15])[CH:13]=[CH:12][CH:11]=1)=[O:7]. (5) Given the reactants [CH:1]1[C:6]2[CH2:7][C@H:8]3[N:13]([CH2:14][CH:15]4[CH2:17][CH2:16]4)[CH2:12][CH2:11][C@:10]45[C@H:18]([C:20]([CH2:22][CH2:23][C@@:9]34[OH:24])=O)[O:19][C:4]([C:5]=25)=[C:3]([OH:25])[CH:2]=1.C([NH2:33])C1C=CC=CC=1.[BH4-].[Na+].Cl, predict the reaction product. The product is: [CH2:22]1[C@H:20]([NH2:33])[C@@H:18]2[O:19][C:4]3=[C:3]([OH:25])[CH:2]=[CH:1][C:6]4=[C:5]3[C@:10]32[CH2:11][CH2:12][N:13]([CH2:14][CH:15]2[CH2:16][CH2:17]2)[C@H:8]([CH2:7]4)[C@:9]3([OH:24])[CH2:23]1. (6) Given the reactants C(N(CC)CC)C.[C:19]([O:18][C:16](O[C:16]([O:18][C:19]([CH3:22])([CH3:21])[CH3:20])=[O:17])=[O:17])([CH3:22])([CH3:21])[CH3:20].[NH:23]1[C:31]2[C:26](=[N:27][CH:28]=[CH:29][CH:30]=2)[C:25]([N:32]2[CH2:36][CH2:35][CH:34]([NH2:37])[CH2:33]2)=[CH:24]1, predict the reaction product. The product is: [NH:23]1[C:31]2[C:26](=[N:27][CH:28]=[CH:29][CH:30]=2)[C:25]([N:32]2[CH2:36][CH2:35][CH:34]([NH:37][C:16](=[O:17])[O:18][C:19]([CH3:20])([CH3:21])[CH3:22])[CH2:33]2)=[CH:24]1.